Dataset: Forward reaction prediction with 1.9M reactions from USPTO patents (1976-2016). Task: Predict the product of the given reaction. (1) Given the reactants [Cl:1][C:2]1[CH:7]=[CH:6][CH:5]=[C:4]([Cl:8])[C:3]=1[C:9]1[C:13]([CH2:14][O:15][C:16]2[CH:21]=[CH:20][C:19]([C:22]3[CH:23]=[C:24]4[C:29](=[CH:30][CH:31]=3)[C:28]([C:32]#[N:33])=[CH:27][CH:26]=[CH:25]4)=[CH:18][CH:17]=2)=[C:12]([CH:34]([CH3:36])[CH3:35])[O:11][N:10]=1.[Cl-].[NH4+].[N-:39]=[N+:40]=[N-:41].[Na+].Cl, predict the reaction product. The product is: [Cl:8][C:4]1[CH:5]=[CH:6][CH:7]=[C:2]([Cl:1])[C:3]=1[C:9]1[C:13]([CH2:14][O:15][C:16]2[CH:17]=[CH:18][C:19]([C:22]3[CH:23]=[C:24]4[C:29](=[CH:30][CH:31]=3)[C:28]([C:32]3[NH:41][N:40]=[N:39][N:33]=3)=[CH:27][CH:26]=[CH:25]4)=[CH:20][CH:21]=2)=[C:12]([CH:34]([CH3:36])[CH3:35])[O:11][N:10]=1. (2) Given the reactants [C:1](=[O:8])([O:3][C:4]([CH3:7])([CH3:6])[CH3:5])[NH2:2].[OH-].[Na+].Cl[O:12]C(C)(C)C.[Br:17][C:18]1[CH:23]=[C:22](/[CH:24]=[CH:25]/[C:26]2[CH:31]=[CH:30][CH:29]=[CH:28][C:27]=2[F:32])[C:21]([F:33])=[CH:20][N:19]=1, predict the reaction product. The product is: [Br:17][C:18]1[CH:23]=[C:22]([C@@H:24]([NH:2][C:1](=[O:8])[O:3][C:4]([CH3:7])([CH3:6])[CH3:5])[C@@H:25]([C:26]2[CH:31]=[CH:30][CH:29]=[CH:28][C:27]=2[F:32])[OH:12])[C:21]([F:33])=[CH:20][N:19]=1. (3) Given the reactants [OH:1][C:2]1[CH:3]=[C:4]([C:15]([O:17][CH3:18])=[O:16])[CH:5]=[C:6]([C:8]2[CH:13]=[CH:12][C:11]([CH3:14])=[CH:10][CH:9]=2)[CH:7]=1.C(=O)([O-])[O-].[K+].[K+].CS(C)=O.[CH:29]12[O:34][CH:33]1[CH2:32][O:31][CH2:30]2, predict the reaction product. The product is: [OH:34][CH:29]1[CH2:30][O:31][CH2:32][CH:33]1[O:1][C:2]1[CH:3]=[C:4]([C:15]([O:17][CH3:18])=[O:16])[CH:5]=[C:6]([C:8]2[CH:9]=[CH:10][C:11]([CH3:14])=[CH:12][CH:13]=2)[CH:7]=1. (4) The product is: [F:1][C:2]([F:7])([F:6])[C:3]([OH:5])=[O:4].[CH3:33][N:31]([CH3:32])[CH2:30][CH2:29][O:28][C:25]1[CH:26]=[CH:27][C:22]([CH:18]([NH:17][C:14]2[CH:13]=[CH:12][C:11]([C:8]([NH2:9])=[NH:10])=[CH:16][CH:15]=2)[C:19](=[O:21])[NH:69][NH:68][C:66]([C:62]2[CH:61]=[N:60][CH:65]=[CH:64][CH:63]=2)=[O:67])=[CH:23][C:24]=1[O:34][CH2:35][CH3:36]. Given the reactants [F:1][C:2]([F:7])([F:6])[C:3]([OH:5])=[O:4].[C:8]([C:11]1[CH:16]=[CH:15][C:14]([NH:17][CH:18]([C:22]2[CH:27]=[CH:26][C:25]([O:28][CH2:29][CH2:30][N:31]([CH3:33])[CH3:32])=[C:24]([O:34][CH2:35][CH3:36])[CH:23]=2)[C:19]([OH:21])=O)=[CH:13][CH:12]=1)(=[NH:10])[NH2:9].O.ON1C2C=CC=CC=2N=N1.Cl.C(N=C=NCCCN(C)C)C.[N:60]1[CH:65]=[CH:64][CH:63]=[C:62]([C:66]([NH:68][NH2:69])=[O:67])[CH:61]=1, predict the reaction product.